From a dataset of Catalyst prediction with 721,799 reactions and 888 catalyst types from USPTO. Predict which catalyst facilitates the given reaction. (1) Product: [NH2:18][C@@H:19]([C:28]([NH:30][CH3:31])=[O:29])[CH2:20][C:21]([O:23][C:24]([CH3:26])([CH3:27])[CH3:25])=[O:22]. Reactant: C1C2C(COC([NH:18][C@@H:19]([C:28]([NH:30][CH3:31])=[O:29])[CH2:20][C:21]([O:23][C:24]([CH3:27])([CH3:26])[CH3:25])=[O:22])=O)C3C(=CC=CC=3)C=2C=CC=1.N1CCCCC1. The catalyst class is: 2. (2) Reactant: [Br:1][C:2]1[CH:3]=[C:4]([OH:8])[CH:5]=[CH:6][CH:7]=1.[CH:9]1([CH2:15][CH2:16]C2C=CC=CC=2O)[CH2:14][CH2:13][CH2:12][CH2:11][CH2:10]1.C1(P(C2C=CC=CC=2)C2C=CC=CC=2)C=CC=CC=1.CCOC(/N=N/C(OCC)=O)=O.C1(C)C=CC=CC=1. Product: [Br:1][C:2]1[CH:7]=[CH:6][CH:5]=[C:4]([O:8][CH2:16][CH2:15][CH:9]2[CH2:14][CH2:13][CH2:12][CH2:11][CH2:10]2)[CH:3]=1. The catalyst class is: 7. (3) Product: [CH3:31][O:30][C:28](=[O:29])[CH2:27][C:25]1[N:26]=[C:22]([NH:21][C:1]([O:20][CH2:19][C:15]2[CH:14]=[N:13][CH:18]=[CH:17][CH:16]=2)=[O:2])[S:23][CH:24]=1. The catalyst class is: 1. Reactant: [C:1](N1C=CN=C1)(N1C=CN=C1)=[O:2].[N:13]1[CH:18]=[CH:17][CH:16]=[C:15]([CH2:19][OH:20])[CH:14]=1.[NH2:21][C:22]1[S:23][CH:24]=[C:25]([CH2:27][C:28]([O:30][CH3:31])=[O:29])[N:26]=1.C1CCN2C(=NCCC2)CC1.C(N(CC)CC)C. (4) Reactant: C(N(CC)CC)C.Cl[C:9]([O:11][CH2:12][CH2:13][CH2:14][CH2:15][CH3:16])=[O:10].[C:17]([O:21][C:22]([NH:24][C@H:25]1[CH2:31][CH2:30][C@@H:29]([OH:32])[CH2:28][NH:27][C:26]1=[O:33])=[O:23])([CH3:20])([CH3:19])[CH3:18]. Product: [C:17]([O:21][C:22]([NH:24][C@H:25]1[CH2:31][CH2:30][C@@H:29]([O:32][C:9]([O:11][CH2:12][CH2:13][CH2:14][CH2:15][CH3:16])=[O:10])[CH2:28][NH:27][C:26]1=[O:33])=[O:23])([CH3:20])([CH3:18])[CH3:19]. The catalyst class is: 2. (5) Reactant: [NH2:1][C:2]1[CH:6]=[CH:5][NH:4][N:3]=1.C(N(CC)CC)C.[C:14](Cl)(=[O:19])[C:15]([CH3:18])([CH3:17])[CH3:16].[OH-].[Na+]. Product: [CH3:16][C:15]([CH3:18])([CH3:17])[C:14]([NH:1][C:2]1[CH:6]=[CH:5][NH:4][N:3]=1)=[O:19]. The catalyst class is: 61.